Predict the product of the given reaction. From a dataset of Forward reaction prediction with 1.9M reactions from USPTO patents (1976-2016). Given the reactants C[O:2][C:3]([C:5]1[C:6]([C:14]2[CH:19]=[CH:18][CH:17]=[CH:16][C:15]=2[N+:20]([O-:22])=[O:21])=[CH:7][CH:8]=[C:9]([C:11](=[S:13])[NH2:12])[CH:10]=1)=[O:4].Br[CH2:24][C:25]([C:27]1[CH:32]=[CH:31][C:30]([F:33])=[CH:29][C:28]=1[F:34])=O, predict the reaction product. The product is: [F:34][C:28]1[CH:29]=[C:30]([F:33])[CH:31]=[CH:32][C:27]=1[C:25]1[N:12]=[C:11]([C:9]2[CH:10]=[C:5]([C:3]([OH:2])=[O:4])[C:6]([C:14]3[CH:19]=[CH:18][CH:17]=[CH:16][C:15]=3[N+:20]([O-:22])=[O:21])=[CH:7][CH:8]=2)[S:13][CH:24]=1.